Dataset: Peptide-MHC class II binding affinity with 134,281 pairs from IEDB. Task: Regression. Given a peptide amino acid sequence and an MHC pseudo amino acid sequence, predict their binding affinity value. This is MHC class II binding data. The peptide sequence is GDGFIDFNEFISFCN. The MHC is HLA-DPA10103-DPB10301 with pseudo-sequence HLA-DPA10103-DPB10301. The binding affinity (normalized) is 0.0791.